This data is from Forward reaction prediction with 1.9M reactions from USPTO patents (1976-2016). The task is: Predict the product of the given reaction. (1) Given the reactants CC(C)=O.[CH2:5]([O:7][C:8](=[O:34])[C@@H:9]1[CH2:13][C@@H:12]([OH:14])[CH2:11][N:10]1[C:15]([C:28]1[CH:33]=[CH:32][CH:31]=[CH:30][CH:29]=1)([C:22]1[CH:27]=[CH:26][CH:25]=[CH:24][CH:23]=1)[C:16]1[CH:21]=[CH:20][CH:19]=[CH:18][CH:17]=1)[CH3:6].C(N(CC)CC)C.O, predict the reaction product. The product is: [CH2:5]([O:7][C:8](=[O:34])[C@@H:9]1[CH2:13][C:12](=[O:14])[CH2:11][N:10]1[C:15]([C:28]1[CH:33]=[CH:32][CH:31]=[CH:30][CH:29]=1)([C:16]1[CH:17]=[CH:18][CH:19]=[CH:20][CH:21]=1)[C:22]1[CH:27]=[CH:26][CH:25]=[CH:24][CH:23]=1)[CH3:6]. (2) Given the reactants [CH2:1]([O:8][CH2:9][CH2:10][CH2:11][CH2:12]O)[C:2]1[CH:7]=[CH:6][CH:5]=[CH:4][CH:3]=1.N1C=CN=C1.C1(P(C2C=CC=CC=2)C2C=CC=CC=2)C=CC=CC=1.[I:38]I.C(=O)(O)[O-].[Na+].S([O-])([O-])(=O)=S, predict the reaction product. The product is: [I:38][CH2:12][CH2:11][CH2:10][CH2:9][O:8][CH2:1][C:2]1[CH:7]=[CH:6][CH:5]=[CH:4][CH:3]=1. (3) Given the reactants C[Mg]Br.CCO[CH2:7][CH3:8].[N:9]1[C:16]([Cl:17])=[N:15]C(Cl)=[N:12][C:10]=1[Cl:11], predict the reaction product. The product is: [Cl:11][C:10]1[N:9]=[C:16]([Cl:17])[N:15]=[C:7]([CH3:8])[N:12]=1. (4) Given the reactants [O:1]1[CH:5]=[CH:4][N:3]=[CH:2]1.C([Li])CCC.FC(F)(F)S(O[Si:17]([CH:24]([CH3:26])[CH3:25])([CH:21]([CH3:23])[CH3:22])[CH:18]([CH3:20])[CH3:19])(=O)=O, predict the reaction product. The product is: [CH:18]([Si:17]([CH:24]([CH3:26])[CH3:25])([CH:21]([CH3:23])[CH3:22])[C:2]1[O:1][CH:5]=[CH:4][N:3]=1)([CH3:20])[CH3:19].